This data is from Catalyst prediction with 721,799 reactions and 888 catalyst types from USPTO. The task is: Predict which catalyst facilitates the given reaction. (1) Reactant: [C:1]([O:5][C:6]([N:8]1[CH2:12][CH2:11][C:10]([NH:18][C:19]([O:21][CH2:22][C:23]2[CH:28]=[CH:27][CH:26]=[CH:25][CH:24]=2)=[O:20])([C:13]([F:17])([F:16])[CH2:14][OH:15])[CH2:9]1)=[O:7])([CH3:4])([CH3:3])[CH3:2].C(N(CC)CC)C.[CH3:36][S:37](Cl)(=[O:39])=[O:38].S(=O)(=O)(O)[O-].[K+]. Product: [C:1]([O:5][C:6]([N:8]1[CH2:12][CH2:11][C:10]([NH:18][C:19]([O:21][CH2:22][C:23]2[CH:28]=[CH:27][CH:26]=[CH:25][CH:24]=2)=[O:20])([C:13]([F:17])([F:16])[CH2:14][O:15][S:37]([CH3:36])(=[O:39])=[O:38])[CH2:9]1)=[O:7])([CH3:4])([CH3:2])[CH3:3]. The catalyst class is: 22. (2) Reactant: [O:1]1[CH2:6][CH2:5][CH:4]([N:7]([C@@H:9]2[CH2:13][CH2:12][N:11]([C:14]([O:16][C:17]([CH3:20])([CH3:19])[CH3:18])=[O:15])[CH2:10]2)[CH3:8])[CH2:3][CH2:2]1.[Cl:21][C:22]1[CH:29]=[C:28]([Cl:30])[CH:27]=[CH:26][C:23]=1C=O.[C:31](O[BH-](OC(=O)C)OC(=O)C)(=O)C.[Na+].O. Product: [Cl:21][C:22]1[CH:29]=[C:28]([Cl:30])[CH:27]=[CH:26][C:23]=1[CH2:8][N:7]([CH2:9][C@H:13]1[CH2:31][CH2:10][N:11]([C:14]([O:16][C:17]([CH3:18])([CH3:19])[CH3:20])=[O:15])[CH2:12]1)[CH:4]1[CH2:3][CH2:2][O:1][CH2:6][CH2:5]1. The catalyst class is: 26. (3) The catalyst class is: 5. Reactant: N[CH2:2][C:3]([C:5]1[CH:10]=[CH:9][C:8]([N+:11]([O-:13])=[O:12])=[CH:7][CH:6]=1)=[O:4].C=O.[C:16]([BH3-])#[N:17].[Na+].[C:20](O)(=O)C. Product: [CH3:20][N:17]([CH3:16])[CH2:2][CH:3]([C:5]1[CH:10]=[CH:9][C:8]([N+:11]([O-:13])=[O:12])=[CH:7][CH:6]=1)[OH:4]. (4) Reactant: [NH2:1][C:2]1[CH:7]=[CH:6][C:5]([C:8]2[CH:9]=[CH:10][C:11]3[O:17][CH2:16][CH2:15][N:14]([C:18]([O:20][C:21]([CH3:24])([CH3:23])[CH3:22])=[O:19])[CH2:13][C:12]=3[CH:25]=2)=[CH:4][C:3]=1[N+:26]([O-])=O.[CH3:29][O:30][C:31]([NH:33][C:34](=NC(OC)=O)SC)=[O:32]. Product: [CH3:29][O:30][C:31]([NH:33][C:34]1[NH:26][C:3]2[CH:4]=[C:5]([C:8]3[CH:9]=[CH:10][C:11]4[O:17][CH2:16][CH2:15][N:14]([C:18]([O:20][C:21]([CH3:24])([CH3:23])[CH3:22])=[O:19])[CH2:13][C:12]=4[CH:25]=3)[CH:6]=[CH:7][C:2]=2[N:1]=1)=[O:32]. The catalyst class is: 63.